Dataset: Reaction yield outcomes from USPTO patents with 853,638 reactions. Task: Predict the reaction yield, written as a fraction of the theoretical maximum amount of product (1.0 means a 100% yield; for example, 0.34 means a 34% yield). (1) The reactants are C1(S([N:10]2[C:18]3[C:13](=[CH:14][C:15]([CH2:19][CH3:20])=[CH:16][CH:17]=3)[CH2:12][CH2:11]2)(=O)=O)C=CC=CC=1.[OH-].[Na+]. The catalyst is Br. The product is [CH2:19]([C:15]1[CH:14]=[C:13]2[C:18](=[CH:17][CH:16]=1)[NH:10][CH2:11][CH2:12]2)[CH3:20]. The yield is 0.320. (2) The yield is 0.450. The product is [N:1]1[S:5][N:4]=[C:3]2[C:6]([S:10]([NH:13][C:14]3[CH:35]=[C:34]([Cl:36])[CH:33]=[CH:32][C:15]=3[C:16]([NH:18][C@H:19]([C:20](=[O:22])[NH:37][C:38]3[CH:43]=[CH:42][CH:41]=[CH:40][CH:39]=3)[CH2:23][C:24]3[CH:29]=[CH:28][C:27]([Cl:30])=[C:26]([Cl:31])[CH:25]=3)=[O:17])(=[O:11])=[O:12])=[CH:7][CH:8]=[CH:9][C:2]=12. No catalyst specified. The reactants are [N:1]1[S:5][N:4]=[C:3]2[C:6]([S:10]([NH:13][C:14]3[CH:35]=[C:34]([Cl:36])[CH:33]=[CH:32][C:15]=3[C:16]([NH:18][C@@H:19]([CH2:23][C:24]3[CH:29]=[CH:28][C:27]([Cl:30])=[C:26]([Cl:31])[CH:25]=3)[C:20]([OH:22])=O)=[O:17])(=[O:12])=[O:11])=[CH:7][CH:8]=[CH:9][C:2]=12.[NH2:37][C:38]1[CH:43]=[CH:42][CH:41]=[CH:40][CH:39]=1. (3) The reactants are [Cl:1][C:2]1[CH:7]=[CH:6][CH:5]=[CH:4][C:3]=1[OH:8].C(N(CC)CC)C.[C:16](Cl)(=[O:19])[CH2:17][CH3:18]. The catalyst is ClCCl. The product is [C:16]([O:8][C:3]1[CH:4]=[CH:5][CH:6]=[CH:7][C:2]=1[Cl:1])(=[O:19])[CH2:17][CH3:18]. The yield is 0.900. (4) The reactants are [Si]([O:8][CH2:9][C@H:10]1[O:12][C@H:11]1[C@H:13]([O:22][CH2:23][O:24][CH3:25])[CH2:14][C:15](=[CH2:21])[C:16]([O:18][CH2:19][CH3:20])=[O:17])(C(C)(C)C)(C)C.[F-].C([N+](CCCC)(CCCC)CCCC)CCC. No catalyst specified. The product is [OH:8][CH2:9][C@H:10]1[O:12][C@H:11]1[C@H:13]([O:22][CH2:23][O:24][CH3:25])[CH2:14][C:15](=[CH2:21])[C:16]([O:18][CH2:19][CH3:20])=[O:17]. The yield is 0.880. (5) The reactants are [C:1]1([C:7]#[C:8][C:9]2[CH:10]=[CH:11][C:12]([O:18][CH2:19][CH2:20][CH3:21])=[C:13]([CH:17]=2)[C:14]([OH:16])=O)[CH:6]=[CH:5][CH:4]=[CH:3][CH:2]=1.[NH2:22][C@@H:23]([CH2:34][OH:35])[CH2:24][C:25]1[C:33]2[C:28](=[CH:29][CH:30]=[CH:31][CH:32]=2)[NH:27][CH:26]=1.C1C=C2N=NN(O)C2=CC=1.O.C(Cl)CCl. The catalyst is CN(C=O)C.O. The product is [OH:35][CH2:34][C@H:23]([NH:22][C:14](=[O:16])[C:13]1[CH:17]=[C:9]([C:8]#[C:7][C:1]2[CH:2]=[CH:3][CH:4]=[CH:5][CH:6]=2)[CH:10]=[CH:11][C:12]=1[O:18][CH2:19][CH2:20][CH3:21])[CH2:24][C:25]1[C:33]2[C:28](=[CH:29][CH:30]=[CH:31][CH:32]=2)[NH:27][CH:26]=1. The yield is 0.760. (6) The reactants are [C:1]([O:5][C:6]([NH:8][C:9]1[CH:10]=[C:11]([C:15]([O:17]C)=[O:16])[N:12]([CH3:14])[CH:13]=1)=[O:7])([CH3:4])([CH3:3])[CH3:2].[OH-].[Na+]. The catalyst is C1COCC1.O.O. The product is [C:1]([O:5][C:6]([NH:8][C:9]1[CH:10]=[C:11]([C:15]([OH:17])=[O:16])[N:12]([CH3:14])[CH:13]=1)=[O:7])([CH3:4])([CH3:2])[CH3:3]. The yield is 0.810. (7) The reactants are Br[C:2]1[C:3]([N:5]([CH3:10])[C:6](=[O:9])[C:7]=1[Br:8])=[O:4].C([O-])([O-])=O.[Cs+].[Cs+].[NH:17]1[CH2:22][CH2:21][O:20][CH2:19][CH2:18]1. The catalyst is CN(C=O)C. The product is [Br:8][C:7]1[C:6](=[O:9])[N:5]([CH3:10])[C:3](=[O:4])[C:2]=1[N:17]1[CH2:22][CH2:21][O:20][CH2:19][CH2:18]1. The yield is 0.850.